Dataset: Full USPTO retrosynthesis dataset with 1.9M reactions from patents (1976-2016). Task: Predict the reactants needed to synthesize the given product. (1) Given the product [CH3:33][C:29]1[CH:30]=[CH:31][CH:32]=[C:27]([CH3:26])[C:28]=1[NH:34][C:35]([N:9]1[CH2:10][C:11](=[CH:17][C:18]2[CH:23]=[CH:22][CH:21]=[CH:20][N:19]=2)[C:12](=[O:16])[C:13]([CH3:15])([CH3:14])[CH:8]1[CH2:7][C:6]1[CH:24]=[CH:25][C:3]([O:2][CH3:1])=[CH:4][CH:5]=1)=[O:36], predict the reactants needed to synthesize it. The reactants are: [CH3:1][O:2][C:3]1[CH:25]=[CH:24][C:6]([CH2:7][CH:8]2[C:13]([CH3:15])([CH3:14])[C:12](=[O:16])[C:11](=[CH:17][C:18]3[CH:23]=[CH:22][CH:21]=[CH:20][N:19]=3)[CH2:10][NH:9]2)=[CH:5][CH:4]=1.[CH3:26][C:27]1[CH:32]=[CH:31][CH:30]=[C:29]([CH3:33])[C:28]=1[N:34]=[C:35]=[O:36]. (2) Given the product [OH:23][NH:22][C:17](=[NH:18])[C:16]1[CH:19]=[CH:20][C:13]([C:8]2[CH:7]=[CH:6][C:5]3[C:10](=[CH:11][CH:12]=[C:3]([O:30][CH3:24])[CH:4]=3)[N:9]=2)=[CH:14][CH:15]=1, predict the reactants needed to synthesize it. The reactants are: CO[C:3]1[CH:4]=[C:5]2[C:10](=[CH:11][CH:12]=1)[N:9]=[C:8]([C:13]1[CH:20]=[CH:19][C:16]([C:17]#[N:18])=[CH:15][CH:14]=1)[CH:7]=[CH:6]2.Cl.[NH2:22][OH:23].[C:24]([O-])([O-])=O.[K+].[K+].[OH2:30]. (3) Given the product [N:1]([CH2:4][CH2:5][NH:6][S:28]([C:22]1[CH:27]=[CH:26][CH:25]=[CH:24][CH:23]=1)(=[O:30])=[O:29])=[N+:2]=[N-:3], predict the reactants needed to synthesize it. The reactants are: [N:1]([CH2:4][CH2:5][NH:6]C(=O)CCCCCCCCCCCCC)=[N+:2]=[N-:3].[C:22]1([S:28](Cl)(=[O:30])=[O:29])[CH:27]=[CH:26][CH:25]=[CH:24][CH:23]=1.N(CCN)=[N+]=[N-].C(N(CC)CC)C. (4) Given the product [OH:2][C:3]1[CH:4]=[C:5]2[C:10](=[CH:11][CH:12]=1)[C:9](=[O:13])[N:8]([C:14]1[CH:15]=[CH:16][C:17]([N:20]3[CH2:26][CH2:25][CH2:24][N:23]([CH3:27])[CH2:22][CH2:21]3)=[CH:18][CH:19]=1)[CH2:7][CH2:6]2, predict the reactants needed to synthesize it. The reactants are: C[O:2][C:3]1[CH:4]=[C:5]2[C:10](=[CH:11][CH:12]=1)[C:9](=[O:13])[N:8]([C:14]1[CH:19]=[CH:18][C:17]([N:20]3[CH2:26][CH2:25][CH2:24][N:23]([CH3:27])[CH2:22][CH2:21]3)=[CH:16][CH:15]=1)[CH2:7][CH2:6]2.Br. (5) Given the product [Br:11][C:5]1[CH:6]=[C:7]([N+:8]([O-:10])=[O:9])[C:2]([C:14]2[CH:15]=[C:16]([CH:17]=[CH:18][C:13]=2[F:12])[C:19]([O:21][CH3:22])=[O:20])=[N:3][CH:4]=1, predict the reactants needed to synthesize it. The reactants are: Br[C:2]1[C:7]([N+:8]([O-:10])=[O:9])=[CH:6][C:5]([Br:11])=[CH:4][N:3]=1.[F:12][C:13]1[CH:18]=[CH:17][C:16]([C:19]([O:21][CH3:22])=[O:20])=[CH:15][C:14]=1B(O)O.P([O-])([O-])([O-])=O.[K+].[K+].[K+]. (6) Given the product [CH2:3]([O:5][C:6]([C:8]1[C:12]([O:13][CH2:30][CH:29]=[CH2:28])=[C:11]([C:14]2[CH:15]=[CH:16][C:17]([Cl:20])=[CH:18][CH:19]=2)[N:10]([C:21]2[CH:26]=[CH:25][CH:24]=[CH:23][C:22]=2[Cl:27])[N:9]=1)=[O:7])[CH3:4], predict the reactants needed to synthesize it. The reactants are: [H-].[Na+].[CH2:3]([O:5][C:6]([C:8]1[C:12]([OH:13])=[C:11]([C:14]2[CH:19]=[CH:18][C:17]([Cl:20])=[CH:16][CH:15]=2)[N:10]([C:21]2[CH:26]=[CH:25][CH:24]=[CH:23][C:22]=2[Cl:27])[N:9]=1)=[O:7])[CH3:4].[CH2:28](Br)[CH:29]=[CH2:30].C(OCC)(=O)C.